From a dataset of Full USPTO retrosynthesis dataset with 1.9M reactions from patents (1976-2016). Predict the reactants needed to synthesize the given product. (1) Given the product [CH3:19][O:18][CH2:17][CH2:16][NH:15][CH2:14][C:12]1[CH:13]=[C:8]([NH2:7])[CH:9]=[N:10][CH:11]=1, predict the reactants needed to synthesize it. The reactants are: C(OC(=O)[NH:7][C:8]1[CH:9]=[N:10][CH:11]=[C:12]([CH2:14][NH:15][CH2:16][CH2:17][O:18][CH3:19])[CH:13]=1)(C)(C)C.C(O)(C(F)(F)F)=O. (2) Given the product [CH3:21][N:20]([CH2:22][C:23]1[O:48][C:26]([C:28]2[CH:35]=[CH:34][CH:33]=[CH:32][C:29]=2[CH:30]([OH:31])[C:37]([F:39])([F:38])[F:36])=[CH:25][CH:24]=1)[CH3:19], predict the reactants needed to synthesize it. The reactants are: [F-].C([N+](CCCC)(CCCC)CCCC)CCC.[CH3:19][N:20]([CH2:22][C:23]1C[C:26]([C:28]2[CH:35]=[CH:34][CH:33]=[CH:32][C:29]=2[CH:30]=[O:31])=[CH:25][CH:24]=1)[CH3:21].[F:36][C:37]([Si](C)(C)C)([F:39])[F:38].Cl.C1C[O:48]CC1. (3) Given the product [CH2:1]([O:3][C:4](=[O:36])[CH2:5][N:6]1[CH2:11][CH2:10][N:9]([C:12](=[O:35])[C:13]2[CH:18]=[CH:17][CH:16]=[C:15]([C@@H:19]([N:27]3[CH2:32][C@@H:31]([CH3:33])[N:30]([CH2:37][C:38]4[CH:43]=[CH:42][CH:41]=[CH:40][CH:39]=4)[CH2:29][C@@H:28]3[CH3:34])[C:20]3[CH:25]=[CH:24][CH:23]=[C:22]([OH:26])[CH:21]=3)[CH:14]=2)[CH2:8][CH2:7]1)[CH3:2], predict the reactants needed to synthesize it. The reactants are: [CH2:1]([O:3][C:4](=[O:36])[CH2:5][N:6]1[CH2:11][CH2:10][N:9]([C:12](=[O:35])[C:13]2[CH:18]=[CH:17][CH:16]=[C:15]([C@@H:19]([N:27]3[CH2:32][C@@H:31]([CH3:33])[NH:30][CH2:29][C@@H:28]3[CH3:34])[C:20]3[CH:25]=[CH:24][CH:23]=[C:22]([OH:26])[CH:21]=3)[CH:14]=2)[CH2:8][CH2:7]1)[CH3:2].[CH:37](=O)[C:38]1[CH:43]=[CH:42][CH:41]=[CH:40][CH:39]=1. (4) Given the product [CH3:28][NH:29][C:3]([C:5]1[N:6]=[CH:7][C:8]2[C:9](=[O:27])[N:10]([CH2:16][C:17]3[CH:22]=[CH:21][C:20]([O:23][CH3:24])=[CH:19][C:18]=3[O:25][CH3:26])[CH:11]=[CH:12][C:13]=2[C:14]=1[OH:15])=[O:2], predict the reactants needed to synthesize it. The reactants are: C[O:2][C:3]([C:5]1[N:6]=[CH:7][C:8]2[C:9](=[O:27])[N:10]([CH2:16][C:17]3[CH:22]=[CH:21][C:20]([O:23][CH3:24])=[CH:19][C:18]=3[O:25][CH3:26])[CH:11]=[CH:12][C:13]=2[C:14]=1[OH:15])=O.[CH3:28][NH-:29].O.